This data is from Forward reaction prediction with 1.9M reactions from USPTO patents (1976-2016). The task is: Predict the product of the given reaction. (1) Given the reactants [Br:1][C:2]1[CH:3]=[CH:4][C:5]([NH:8][C:9](=[O:15])[CH2:10][CH2:11][C:12]([OH:14])=[O:13])=[N:6][CH:7]=1.[CH2:16](O)[C:17]#[C:18][CH3:19], predict the reaction product. The product is: [Br:1][C:2]1[CH:3]=[CH:4][C:5]([NH:8][C:9](=[O:15])[CH2:10][CH2:11][C:12]([O:14][CH2:16][C:17]#[C:18][CH3:19])=[O:13])=[N:6][CH:7]=1. (2) Given the reactants [Cl:1][C:2]1[N:7]=[C:6]([Cl:8])[C:5]([N+:9]([O-:11])=[O:10])=[C:4](Cl)[N:3]=1.Cl.[CH:14]12[O:21][CH:18]([CH2:19][CH2:20]1)[CH2:17][NH:16][CH2:15]2.C(N(CC)CC)C, predict the reaction product. The product is: [Cl:1][C:2]1[N:3]=[C:4]([N:16]2[CH2:15][CH:14]3[O:21][CH:18]([CH2:19][CH2:20]3)[CH2:17]2)[C:5]([N+:9]([O-:11])=[O:10])=[C:6]([Cl:8])[N:7]=1. (3) The product is: [CH3:1][NH:2][C:3]1[CH:11]=[CH:10][CH:9]=[CH:8][C:4]=1[C:5]([O:7][CH2:14][CH2:13][I:12])=[O:6]. Given the reactants [CH3:1][NH:2][C:3]1[CH:11]=[CH:10][CH:9]=[CH:8][C:4]=1[C:5]([OH:7])=[O:6].[I:12][CH2:13][CH2:14]O.C1(N=C=NC2CCCCC2)CCCCC1, predict the reaction product. (4) Given the reactants CN(C(ON1N=NC2C=CC=NC1=2)=[N+](C)C)C.F[P-](F)(F)(F)(F)F.[Cl:25][C:26]1[N:30]2[CH:31]=[C:32]([CH:39]3[CH2:41][CH2:40]3)[CH:33]=[C:34]([C:35]([F:38])([F:37])[F:36])[C:29]2=[N:28][C:27]=1[C:42]([OH:44])=O.[NH:45]1[CH2:50][CH2:49][CH:48]([N:51]2[CH2:55][CH2:54][CH2:53][C:52]2=[O:56])[CH2:47][CH2:46]1.CCN(C(C)C)C(C)C.Cl, predict the reaction product. The product is: [Cl:25][C:26]1[N:30]2[CH:31]=[C:32]([CH:39]3[CH2:40][CH2:41]3)[CH:33]=[C:34]([C:35]([F:36])([F:37])[F:38])[C:29]2=[N:28][C:27]=1[C:42]([N:45]1[CH2:46][CH2:47][CH:48]([N:51]2[CH2:55][CH2:54][CH2:53][C:52]2=[O:56])[CH2:49][CH2:50]1)=[O:44]. (5) Given the reactants [CH2:1]([C:3]1[S:28][C:6]2[N:7]([CH2:13][C:14]3[CH:19]=[CH:18][C:17]([C:20]4[C:21]([C:26]#[N:27])=[CH:22][CH:23]=[CH:24][CH:25]=4)=[CH:16][CH:15]=3)[C:8](=[O:12])[NH:9][C:10](=[O:11])[C:5]=2[CH:4]=1)[CH3:2].[F:29][C:30]1[CH:35]=[CH:34][C:33]([C:36]2([CH3:39])[CH2:38][O:37]2)=[CH:32][CH:31]=1.C(=O)([O-])[O-].[K+].[K+].CN(C=O)C, predict the reaction product. The product is: [CH2:1]([C:3]1[S:28][C:6]2[N:7]([CH2:13][C:14]3[CH:19]=[CH:18][C:17]([C:20]4[C:21]([C:26]#[N:27])=[CH:22][CH:23]=[CH:24][CH:25]=4)=[CH:16][CH:15]=3)[C:8](=[O:12])[N:9]([CH2:39][C:36]([C:33]3[CH:34]=[CH:35][C:30]([F:29])=[CH:31][CH:32]=3)([OH:37])[CH3:38])[C:10](=[O:11])[C:5]=2[CH:4]=1)[CH3:2]. (6) Given the reactants [Br:1][C:2]1[C:3]([OH:21])=[CH:4][C:5]2[NH:11][C:10](=[O:12])[CH2:9][N:8]=[C:7]([C:13]3[CH:18]=[CH:17][CH:16]=[CH:15][C:14]=3[Cl:19])[C:6]=2[CH:20]=1.[O:22]1[CH2:26]C[CH2:24][CH2:23]1.C1(P(C2C=CC=CC=2)C2C=CC=CC=2)C=CC=CC=1.N(C(OC(C)C)=O)=NC(OC(C)C)=O, predict the reaction product. The product is: [Br:1][C:2]1[C:3]([O:21][CH2:24][CH2:23][O:22][CH3:26])=[CH:4][C:5]2[NH:11][C:10](=[O:12])[CH2:9][N:8]=[C:7]([C:13]3[CH:18]=[CH:17][CH:16]=[CH:15][C:14]=3[Cl:19])[C:6]=2[CH:20]=1.